From a dataset of Reaction yield outcomes from USPTO patents with 853,638 reactions. Predict the reaction yield, written as a fraction of the theoretical maximum amount of product (1.0 means a 100% yield; for example, 0.34 means a 34% yield). (1) The reactants are [CH2:1]([O:5][CH2:6][C@@H:7]([NH:12][C:13]([C@H:15]1[O:17][C@@H:16]1[C:18]([OH:20])=[O:19])=[O:14])[CH2:8][CH:9]([CH3:11])[CH3:10])[CH:2]([CH3:4])[CH3:3].C(=O)([O-])[O-].[K+:25].[K+]. The catalyst is CC(C)=O.O. The product is [CH2:1]([O:5][CH2:6][C@@H:7]([NH:12][C:13]([C@H:15]1[O:17][C@@H:16]1[C:18]([O-:20])=[O:19])=[O:14])[CH2:8][CH:9]([CH3:11])[CH3:10])[CH:2]([CH3:3])[CH3:4].[K+:25]. The yield is 0.817. (2) The product is [Cl:26][C:22]1[CH:21]=[C:20]([CH:25]=[CH:24][CH:23]=1)[CH2:19][O:18][C:6]1[CH:5]=[C:4]2[C:9]([CH:10]=[C:11]([CH2:12][C:13]([O:15][CH2:16][CH3:17])=[O:14])[CH:2]=[N:3]2)=[CH:8][CH:7]=1. The catalyst is C1COCC1.C1C=CC(P(C2C=CC=CC=2)[C-]2C=CC=C2)=CC=1.C1C=CC(P(C2C=CC=CC=2)[C-]2C=CC=C2)=CC=1.Cl[Pd]Cl.[Fe+2].C1(P(C2C=CC=CC=2)[C-]2C=CC=C2)C=CC=CC=1.[C-]1(P(C2C=CC=CC=2)C2C=CC=CC=2)C=CC=C1.[Fe+2].Cl[Pd]Cl.ClCCl. The reactants are Cl[C:2]1[C:11]([CH2:12][C:13]([O:15][CH2:16][CH3:17])=[O:14])=[CH:10][C:9]2[C:4](=[CH:5][C:6]([O:18][CH2:19][C:20]3[CH:25]=[CH:24][CH:23]=[C:22]([Cl:26])[CH:21]=3)=[CH:7][CH:8]=2)[N:3]=1.ClCCl.CN(C)CCN(C)C.[BH4-].[Na+]. The yield is 0.550. (3) The reactants are [CH3:1][O:2][C:3]1[CH:25]=[CH:24][C:6]([CH2:7][N:8]2[C:13](=O)[CH:12]3[CH:10]([CH:11]3[C:15]3[CH:20]=[CH:19][C:18]([O:21][CH3:22])=[CH:17][CH:16]=3)[C:9]2=O)=[CH:5][CH:4]=1.[BH4-].[Na+].B(F)(F)F.N1CCNCC1. The catalyst is C1COCC1.O.[Cl-].[Na+].O. The product is [CH3:1][O:2][C:3]1[CH:4]=[CH:5][C:6]([CH2:7][N:8]2[CH2:9][CH:10]3[CH:12]([CH:11]3[C:15]3[CH:20]=[CH:19][C:18]([O:21][CH3:22])=[CH:17][CH:16]=3)[CH2:13]2)=[CH:24][CH:25]=1. The yield is 0.650. (4) The reactants are [F:1][C:2]([F:24])([F:23])[C:3]1[N:8]=[CH:7][C:6]([O:9][C:10]2[CH:11]=[C:12]3[C:17](=[CH:18][CH:19]=2)[N:16]=[C:15]([C:20](O)=[O:21])[CH:14]=[CH:13]3)=[CH:5][CH:4]=1.F[B-](F)(F)F.N1(OC(N(C)C)=[N+](C)C)C2C=CC=CC=2N=N1.C(N(CC)CC)C.[NH:54]1[CH2:57][CH:56]([NH:58][C:59](=[O:65])[O:60][C:61]([CH3:64])([CH3:63])[CH3:62])[CH2:55]1. The catalyst is CS(C)=O.CO. The product is [F:1][C:2]([F:23])([F:24])[C:3]1[N:8]=[CH:7][C:6]([O:9][C:10]2[CH:11]=[C:12]3[C:17](=[CH:18][CH:19]=2)[N:16]=[C:15]([C:20]([N:54]2[CH2:57][CH:56]([NH:58][C:59](=[O:65])[O:60][C:61]([CH3:63])([CH3:62])[CH3:64])[CH2:55]2)=[O:21])[CH:14]=[CH:13]3)=[CH:5][CH:4]=1. The yield is 0.570. (5) The reactants are [F:1][C:2]1[CH:3]=[C:4]([CH:9]([OH:25])[CH:10]([CH2:14][C:15]2[CH:20]=[CH:19][C:18]([C:21]([F:24])([F:23])[F:22])=[CH:17][CH:16]=2)C(O)=O)[CH:5]=[CH:6][C:7]=1[F:8].C1(P(N=[N+]=[N-])(C2C=CC=CC=2)=O)C=CC=CC=1.C([N:45]([CH2:48]C)CC)C.[OH2:50]. The catalyst is O1CCCC1. The product is [F:1][C:2]1[CH:3]=[C:4]([CH:9]2[O:25][C:48](=[O:50])[NH:45][CH:10]2[CH2:14][C:15]2[CH:20]=[CH:19][C:18]([C:21]([F:24])([F:23])[F:22])=[CH:17][CH:16]=2)[CH:5]=[CH:6][C:7]=1[F:8]. The yield is 0.770. (6) The reactants are [NH2:1][CH2:2][C:3]1[CH:4]=[C:5]([C:10]2[CH:15]=[CH:14][CH:13]=[C:12]([CH2:16][N:17]3[CH2:22][CH2:21][N:20](C(OC(C)(C)C)=O)[C@@H:19]([CH3:30])[CH2:18]3)[CH:11]=2)[CH:6]=[CH:7][C:8]=1[F:9].[Cl:31][C:32]1[CH:33]=[C:34]([C:39]([C:41]2[CH:42]=[C:43]([CH:47]=[CH:48][CH:49]=2)[C:44]([OH:46])=O)=[O:40])[CH:35]=[CH:36][C:37]=1[Cl:38].CN(C(ON1N=NC2C=CC=NC1=2)=[N+](C)C)C.F[P-](F)(F)(F)(F)F.C(N(C(C)C)CC)(C)C. The catalyst is CN(C=O)C. The product is [Cl:31][C:32]1[CH:33]=[C:34]([C:39]([C:41]2[CH:42]=[C:43]([CH:47]=[CH:48][CH:49]=2)[C:44]([NH:1][CH2:2][C:3]2[CH:4]=[C:5]([C:10]3[CH:15]=[CH:14][CH:13]=[C:12]([CH2:16][N:17]4[CH2:22][CH2:21][NH:20][C@@H:19]([CH3:30])[CH2:18]4)[CH:11]=3)[CH:6]=[CH:7][C:8]=2[F:9])=[O:46])=[O:40])[CH:35]=[CH:36][C:37]=1[Cl:38]. The yield is 0.760.